Dataset: Peptide-MHC class II binding affinity with 134,281 pairs from IEDB. Task: Regression. Given a peptide amino acid sequence and an MHC pseudo amino acid sequence, predict their binding affinity value. This is MHC class II binding data. (1) The peptide sequence is DGGRRKKGGWFGKHRGQGGSNP. The MHC is DRB1_0401 with pseudo-sequence DRB1_0401. The binding affinity (normalized) is 0. (2) The peptide sequence is EKKYFFATQFEPLAA. The MHC is HLA-DPA10103-DPB10601 with pseudo-sequence HLA-DPA10103-DPB10601. The binding affinity (normalized) is 1.00. (3) The peptide sequence is ADCGAGFFDPLTRGV. The MHC is HLA-DQA10501-DQB10301 with pseudo-sequence HLA-DQA10501-DQB10301. The binding affinity (normalized) is 0.242.